From a dataset of Reaction yield outcomes from USPTO patents with 853,638 reactions. Predict the reaction yield, written as a fraction of the theoretical maximum amount of product (1.0 means a 100% yield; for example, 0.34 means a 34% yield). (1) The reactants are C(N(C(C)C)CC)(C)C.[CH3:10][C:11]1[CH:12]=[CH:13][C:14]2[N:19]=[C:18]([C:20]3[C:29]4[C:24](=[CH:25][CH:26]=[CH:27][CH:28]=4)[CH:23]=[CH:22][CH:21]=3)[O:17][C:16](=[O:30])[C:15]=2[CH:31]=1.[CH:32]1([CH2:36][NH2:37])[CH2:35][CH2:34][CH2:33]1. No catalyst specified. The product is [CH:32]1([CH2:36][NH:37][C:16]([C:15]2[CH:31]=[C:11]([CH3:10])[CH:12]=[CH:13][C:14]=2[NH:19][C:18]([C:20]2[C:29]3[C:24](=[CH:25][CH:26]=[CH:27][CH:28]=3)[CH:23]=[CH:22][CH:21]=2)=[O:17])=[O:30])[CH2:35][CH2:34][CH2:33]1. The yield is 0.650. (2) The reactants are [F:1][C:2]([F:14])([F:13])[C:3]1[CH:11]=[CH:10][CH:9]=[C:5]([C:6]([OH:8])=O)[C:4]=1[NH2:12].O=S(Cl)Cl.[Cl:19][C:20]1[CH:26]=[CH:25][CH:24]=[CH:23][C:21]=1[NH2:22].C(Cl)(Cl)Cl. The catalyst is C1C=CC=CC=1. The product is [NH2:12][C:4]1[C:3]([C:2]([F:1])([F:14])[F:13])=[CH:11][CH:10]=[CH:9][C:5]=1[C:6]([NH:22][C:21]1[CH:23]=[CH:24][CH:25]=[CH:26][C:20]=1[Cl:19])=[O:8]. The yield is 0.780. (3) The reactants are COC1C=CC=C(OC)C=1C1C=CC=CC=1P(C1CCCCC1)C1CCCCC1.Cl[C:31]1[CH:32]=[N:33][C:34]2[C:35](=[O:44])[NH:36][CH:37]([O:42][CH3:43])[CH:38]([F:41])[C:39]=2[CH:40]=1.[CH3:45][N:46](C=O)C. The catalyst is C1C=CC(/C=C/C(/C=C/C2C=CC=CC=2)=O)=CC=1.C1C=CC(/C=C/C(/C=C/C2C=CC=CC=2)=O)=CC=1.C1C=CC(/C=C/C(/C=C/C2C=CC=CC=2)=O)=CC=1.[Pd].[Pd]. The product is [F:41][CH:38]1[CH:37]([O:42][CH3:43])[NH:36][C:35](=[O:44])[C:34]2[N:33]=[CH:32][C:31]([C:45]#[N:46])=[CH:40][C:39]1=2. The yield is 0.728. (4) The reactants are [CH3:1][C:2]([CH3:8])([CH3:7])[C@H:3]([OH:6])[CH2:4][OH:5].[C:9]1([CH3:19])[CH:14]=[CH:13][C:12]([S:15](Cl)(=[O:17])=[O:16])=[CH:11][CH:10]=1. The catalyst is N1C=CC=CC=1. The product is [CH3:19][C:9]1[CH:14]=[CH:13][C:12]([S:15]([O:5][CH2:4][C@@H:3]([OH:6])[C:2]([CH3:8])([CH3:7])[CH3:1])(=[O:17])=[O:16])=[CH:11][CH:10]=1. The yield is 0.850. (5) The reactants are Br[C:2]1[CH:8]=[C:7]([N+:9]([O-:11])=[O:10])[C:6]([F:12])=[CH:5][C:3]=1[NH2:4].C[C:14]([CH3:27])([C:25]#[CH:26])[C:15]([O:17][C:18](=[O:24])[C:19]([CH3:23])([CH3:22])[C:20]#[CH:21])=O.[CH3:28][CH2:29]N(CC)CC. The catalyst is [Cu]I.Cl[Pd](Cl)([P](C1C=CC=CC=1)(C1C=CC=CC=1)C1C=CC=CC=1)[P](C1C=CC=CC=1)(C1C=CC=CC=1)C1C=CC=CC=1. The product is [NH2:4][C:3]1[CH:5]=[C:6]([F:12])[C:7]([N+:9]([O-:11])=[O:10])=[CH:8][C:2]=1[C:21]#[C:20][C:19]([CH3:22])([CH3:23])[C:18]([O:17][CH2:15][C:14]1[CH:25]=[CH:26][CH:29]=[CH:28][CH:27]=1)=[O:24]. The yield is 0.560. (6) The reactants are [CH3:1][C:2]1[C:6]([CH2:7][N:8]2[CH:12]=[C:11]([N:13]3[C:17](=[O:18])[CH2:16][NH:15][C:14]3=[O:19])[CH:10]=[N:9]2)=[C:5]([CH3:20])[O:4][N:3]=1.ClC[C:23]1[C:24]([CH3:29])=[N:25][N:26]([CH3:28])[CH:27]=1.[C:30](=O)([O-])[O-].[Cs+].[Cs+]. The catalyst is CN(C=O)C. The product is [CH3:28][N:26]1[C:27]([CH2:30][N:15]2[CH2:16][C:17](=[O:18])[N:13]([C:11]3[CH:10]=[N:9][N:8]([CH2:7][C:6]4[C:2]([CH3:1])=[N:3][O:4][C:5]=4[CH3:20])[CH:12]=3)[C:14]2=[O:19])=[CH:23][C:24]([CH3:29])=[N:25]1. The yield is 0.530. (7) The reactants are [C:1]([C:5]1[CH:6]=[C:7]([C:16]2[CH:17]=[C:18]([C:23]3[CH:28]=[CH:27][C:26]([C:29]([O:31][CH2:32][CH3:33])=[O:30])=[CH:25][CH:24]=3)[CH:19]=[CH:20][C:21]=2[OH:22])[CH:8]=[CH:9][C:10]=1[N:11]([CH2:14][CH3:15])[CH2:12][CH3:13])([CH3:4])([CH3:3])[CH3:2].CN(C1C=CC=CN=1)C.C(N(CC)CC)C.[S:50](O[S:50]([C:53]([F:56])([F:55])[F:54])(=[O:52])=[O:51])([C:53]([F:56])([F:55])[F:54])(=[O:52])=[O:51]. The catalyst is ClCCl.O. The product is [C:1]([C:5]1[CH:6]=[C:7]([C:16]2[CH:17]=[C:18]([C:23]3[CH:28]=[CH:27][C:26]([C:29]([O:31][CH2:32][CH3:33])=[O:30])=[CH:25][CH:24]=3)[CH:19]=[CH:20][C:21]=2[O:22][S:50]([C:53]([F:56])([F:55])[F:54])(=[O:52])=[O:51])[CH:8]=[CH:9][C:10]=1[N:11]([CH2:12][CH3:13])[CH2:14][CH3:15])([CH3:3])([CH3:4])[CH3:2]. The yield is 0.790. (8) No catalyst specified. The product is [CH3:1][C:2]1[O:6][N:5]=[C:4]([C:7]2[CH:8]=[CH:9][CH:10]=[CH:11][CH:12]=2)[C:3]=1[CH2:13][O:14][C:15]1[CH:16]=[C:17]([CH:21]=[CH:22][N:23]=1)[C:18]([NH:50][CH2:49][C:48]([F:52])([F:51])[F:47])=[O:20]. The yield is 0.510. The reactants are [CH3:1][C:2]1[O:6][N:5]=[C:4]([C:7]2[CH:12]=[CH:11][CH:10]=[CH:9][CH:8]=2)[C:3]=1[CH2:13][O:14][C:15]1[CH:16]=[C:17]([CH:21]=[CH:22][N:23]=1)[C:18]([OH:20])=O.CC1ON=C(C2C=CC=CC=2)C=1COC1C=CC(C(O)=O)=CN=1.[F:47][C:48]([F:52])([F:51])[CH2:49][NH2:50]. (9) The reactants are [F:1][C:2]1[C:3]([O:10][CH3:11])=[C:4]([CH2:8]O)[CH:5]=[CH:6][CH:7]=1.C(N(CC)CC)C.CS([Cl:23])(=O)=O. The catalyst is ClCCl.C(OCC)C. The product is [Cl:23][CH2:8][C:4]1[CH:5]=[CH:6][CH:7]=[C:2]([F:1])[C:3]=1[O:10][CH3:11]. The yield is 0.800.